This data is from Full USPTO retrosynthesis dataset with 1.9M reactions from patents (1976-2016). The task is: Predict the reactants needed to synthesize the given product. (1) Given the product [CH3:1][CH:2]1[C:6]2[CH:7]=[C:8]([OH:11])[CH:9]=[CH:10][C:5]=2[O:4][CH2:3]1, predict the reactants needed to synthesize it. The reactants are: [CH3:1][C:2]1[C:6]2[CH:7]=[C:8]([OH:11])[CH:9]=[CH:10][C:5]=2[O:4][CH:3]=1. (2) Given the product [CH:36]1([C:34]2[NH:33][N:32]=[C:31]([NH:30][C:28]3[CH:27]=[CH:26][N:25]=[C:24]([NH:22][CH:20]([C:15]4[C:14]5[CH:13]=[CH:12][N:11]([S:1]([C:4]6[CH:5]=[CH:6][C:7]([CH3:8])=[CH:9][CH:10]=6)(=[O:3])=[O:2])[C:19]=5[CH:18]=[CH:17][N:16]=4)[CH3:21])[N:29]=3)[CH:35]=2)[CH2:38][CH2:37]1, predict the reactants needed to synthesize it. The reactants are: [S:1]([N:11]1[C:19]2[CH:18]=[CH:17][N:16]=[C:15]([CH:20]([NH2:22])[CH3:21])[C:14]=2[CH:13]=[CH:12]1)([C:4]1[CH:10]=[CH:9][C:7]([CH3:8])=[CH:6][CH:5]=1)(=[O:3])=[O:2].Cl[C:24]1[N:29]=[C:28]([NH:30][C:31]2[CH:35]=[C:34]([CH:36]3[CH2:38][CH2:37]3)[NH:33][N:32]=2)[CH:27]=[CH:26][N:25]=1.CCN(C(C)C)C(C)C. (3) Given the product [CH3:73][C:71]([NH:70][C@H:69]1[C@H:74]([C@H:76]([OH:77])[C@H:78]([OH:79])[CH2:80][OH:81])[O:75][C@:64]([O:2][P:1]([O:5][CH2:6][C@H:7]2[O:11][C@@H:10]([N:12]3[C:13](=[O:14])[N:15]=[C:16]([NH2:17])[CH:18]=[CH:19]3)[CH:9]([OH:20])[C@H:8]2[OH:21])([O-:3])=[O:4])([C:62]([OH:63])=[O:61])[CH2:66][C@@H:67]1[OH:68])=[O:72].[Na+:56], predict the reactants needed to synthesize it. The reactants are: [P:1]([O:5][CH2:6][C@H:7]1[O:11][C@@H:10]([N:12]2[CH:19]=[CH:18][C:16]([NH2:17])=[N:15][C:13]2=[O:14])[C@H:9]([OH:20])[C@@H:8]1[OH:21])([OH:4])([OH:3])=[O:2].C(N[C@@H]1[C@@H](O)[C@H](O)[C@@H](CO)OC1O)(=O)C.C(O)(=O)C(C)=O.[Mg+2].[Cl-].[Cl-].O.P([O-])([O-])(OC(=O)C)=O.[OH-].[Na+:56].C([O-])(=O)C.[OH:61][C:62]([C:64]1([O:75][C@@H:74]([C@@H:76]([C@@H:78]([CH2:80][OH:81])[OH:79])[OH:77])[C@H:69]([NH:70][C:71]([CH3:73])=[O:72])[C@@H:67]([OH:68])[CH2:66]1)O)=[O:63].CC(N[C@H]1C([C@H](O)[C@H](O)CO)O[C@](OP(OC[C@H]2O[C@@H](N3C(=O)N=C(N)C=C3)[C@H](O)[C@@H]2O)([O-])=O)(C(O)=O)C[C@@H]1O)=O.[Na+]. (4) Given the product [Br:1][C:2]1[CH:3]=[C:4]([CH:12]=[C:13](/[CH:15]=[N:18]/[OH:19])[CH:14]=1)[C:5]([O:7][C:8]([CH3:11])([CH3:10])[CH3:9])=[O:6], predict the reactants needed to synthesize it. The reactants are: [Br:1][C:2]1[CH:3]=[C:4]([CH:12]=[C:13]([CH:15]=O)[CH:14]=1)[C:5]([O:7][C:8]([CH3:11])([CH3:10])[CH3:9])=[O:6].Cl.[NH2:18][OH:19].N1C=CC=CC=1. (5) Given the product [F:8][C:6]1[CH:5]=[C:4]([CH2:9][C:10]([C:25]2[CH:26]=[C:21]([O:20][CH3:19])[CH:22]=[CH:23][C:24]=2[O:27][CH3:28])=[O:12])[CH:3]=[C:2]([F:1])[CH:7]=1, predict the reactants needed to synthesize it. The reactants are: [F:1][C:2]1[CH:3]=[C:4]([CH2:9][C:10]([OH:12])=O)[CH:5]=[C:6]([F:8])[CH:7]=1.C(Cl)(=O)C(Cl)=O.[CH3:19][O:20][C:21]1[CH:26]=[CH:25][C:24]([O:27][CH3:28])=[CH:23][CH:22]=1.[Cl-].[Al+3].[Cl-].[Cl-]. (6) Given the product [ClH:21].[F:20][C:2]([F:1])([F:19])[C@@H:3]([O:18][C:29](=[O:30])[NH:28][C:25]1[CH:26]=[CH:27][C:22]([Cl:21])=[CH:23][CH:24]=1)[CH2:4][N:5]1[CH2:10][CH2:9][N:8]([CH3:11])[CH:7]([C:12]2[CH:13]=[CH:14][CH:15]=[CH:16][CH:17]=2)[CH2:6]1, predict the reactants needed to synthesize it. The reactants are: [F:1][C:2]([F:20])([F:19])[C@@H:3]([OH:18])[CH2:4][N:5]1[CH2:10][CH2:9][N:8]([CH3:11])[CH:7]([C:12]2[CH:17]=[CH:16][CH:15]=[CH:14][CH:13]=2)[CH2:6]1.[Cl:21][C:22]1[CH:27]=[CH:26][C:25]([N:28]=[C:29]=[O:30])=[CH:24][CH:23]=1. (7) Given the product [CH3:49][O:50][C:51]1[CH:52]=[C:53]([NH:57][C:22](=[O:23])[CH2:21][O:20][C:19]2[CH:18]=[CH:17][C:16]([O:15][C:6]3[C:5]4[C:10](=[CH:11][C:12]([O:13][CH3:14])=[C:3]([O:2][CH3:1])[CH:4]=4)[N:9]=[CH:8][N:7]=3)=[CH:26][CH:25]=2)[CH:54]=[CH:55][CH:56]=1, predict the reactants needed to synthesize it. The reactants are: [CH3:1][O:2][C:3]1[CH:4]=[C:5]2[C:10](=[CH:11][C:12]=1[O:13][CH3:14])[N:9]=[CH:8][N:7]=[C:6]2[O:15][C:16]1[CH:26]=[CH:25][C:19]([O:20][CH2:21][C:22](O)=[O:23])=[CH:18][CH:17]=1.CCN=C=NCCCN(C)C.Cl.C1C=CC2N(O)N=NC=2C=1.[CH3:49][O:50][C:51]1[CH:56]=[CH:55][CH:54]=[C:53]([NH2:57])[CH:52]=1.C(=O)([O-])O.[Na+].